This data is from Catalyst prediction with 721,799 reactions and 888 catalyst types from USPTO. The task is: Predict which catalyst facilitates the given reaction. (1) Reactant: [N+:1]([C:4]1[CH:9]=[CH:8][C:7]([N:10]2[CH2:15][CH2:14][N:13]([C:16]([O:18][C:19]([CH3:22])([CH3:21])[CH3:20])=[O:17])[CH2:12][CH2:11]2)=[C:6]([C:23]([F:26])([F:25])[F:24])[CH:5]=1)([O-])=O. Product: [NH2:1][C:4]1[CH:9]=[CH:8][C:7]([N:10]2[CH2:15][CH2:14][N:13]([C:16]([O:18][C:19]([CH3:22])([CH3:20])[CH3:21])=[O:17])[CH2:12][CH2:11]2)=[C:6]([C:23]([F:25])([F:26])[F:24])[CH:5]=1. The catalyst class is: 94. (2) Reactant: C(OC(=O)[NH:7][C@H:8]1[CH2:13][CH2:12][C@@H:11]([N:14]2[C:19](=[O:20])[C:18]3[CH:21]=[C:22]([F:25])[CH:23]=[N:24][C:17]=3[N:16]([C:26]3[CH:27]=[C:28]([C:32]4[CH:37]=[CH:36][C:35]([CH2:38][N:39]5[CH2:45][CH2:44][CH2:43][O:42][CH2:41][CH2:40]5)=[CH:34][CH:33]=4)[CH:29]=[CH:30][CH:31]=3)[C:15]2=[O:46])[CH2:10][CH2:9]1)(C)(C)C.FC(F)(F)C(O)=O. Product: [NH2:7][C@@H:8]1[CH2:13][CH2:12][C@H:11]([N:14]2[C:19](=[O:20])[C:18]3[CH:21]=[C:22]([F:25])[CH:23]=[N:24][C:17]=3[N:16]([C:26]3[CH:27]=[C:28]([C:32]4[CH:33]=[CH:34][C:35]([CH2:38][N:39]5[CH2:45][CH2:44][CH2:43][O:42][CH2:41][CH2:40]5)=[CH:36][CH:37]=4)[CH:29]=[CH:30][CH:31]=3)[C:15]2=[O:46])[CH2:10][CH2:9]1. The catalyst class is: 2. (3) Reactant: [CH:1]1([CH2:4][CH2:5][NH:6][C:7]2[N:15]=[C:14]3[C:10]([N:11]=[C:12]([O:22]C)[N:13]3[CH2:16][CH:17]3[CH2:21][CH2:20][O:19][CH2:18]3)=[C:9]([NH2:24])[N:8]=2)[CH2:3][CH2:2]1.Cl.[OH-].[Na+]. Product: [NH2:24][C:9]1[N:8]=[C:7]([NH:6][CH2:5][CH2:4][CH:1]2[CH2:3][CH2:2]2)[N:15]=[C:14]2[C:10]=1[NH:11][C:12](=[O:22])[N:13]2[CH2:16][CH:17]1[CH2:21][CH2:20][O:19][CH2:18]1. The catalyst class is: 71. (4) Reactant: [CH3:1][S:2]([OH:5])(=[O:4])=[O:3].[N:6]1[C:7]([CH2:15][O:16][C:17]2[CH:22]=[CH:21][C:20]([C:23]3[C:24](=[O:38])[C:25]([CH3:37])([CH3:36])[O:26][C:27]=3[C:28]3[CH:33]=[CH:32][C:31]([O:34][CH3:35])=[CH:30][CH:29]=3)=[CH:19][CH:18]=2)=[CH:8][N:9]2[CH:14]=[CH:13][CH:12]=[CH:11][C:10]=12. Product: [CH3:1][S:2]([OH:5])(=[O:4])=[O:3].[N:6]1[C:7]([CH2:15][O:16][C:17]2[CH:18]=[CH:19][C:20]([C:23]3[C:24](=[O:38])[C:25]([CH3:36])([CH3:37])[O:26][C:27]=3[C:28]3[CH:29]=[CH:30][C:31]([O:34][CH3:35])=[CH:32][CH:33]=3)=[CH:21][CH:22]=2)=[CH:8][N:9]2[CH:14]=[CH:13][CH:12]=[CH:11][C:10]=12. The catalyst class is: 343. (5) Reactant: O.[NH2:2][NH2:3].[CH3:4][O:5][C:6]1[CH:11]=[CH:10][C:9]([CH:12]([C:18]([C:20]2[CH:25]=[CH:24][C:23]([O:26][CH3:27])=[CH:22][CH:21]=2)=O)[CH:13]([OH:17])[C:14](O)=[O:15])=[CH:8][CH:7]=1. Product: [CH3:4][O:5][C:6]1[CH:11]=[CH:10][C:9]([CH:12]2[C:18]([C:20]3[CH:25]=[CH:24][C:23]([O:26][CH3:27])=[CH:22][CH:21]=3)=[N:3][NH:2][C:14](=[O:15])[CH:13]2[OH:17])=[CH:8][CH:7]=1. The catalyst class is: 8. (6) Reactant: [CH:1]1([N:4]([CH:18]2[CH2:23][CH2:22][NH:21][CH2:20][CH2:19]2)[S:5]([C:8]2[CH:13]=[CH:12][CH:11]=[C:10]([C:14]([F:17])([F:16])[F:15])[CH:9]=2)(=[O:7])=[O:6])[CH2:3][CH2:2]1.C1C=CC2N(O)N=NC=2C=1.CCN=C=NCCCN(C)C.C(OC([NH:52][C:53]1([C:58](O)=[O:59])[CH2:57][CH2:56][CH2:55][CH2:54]1)=O)(C)(C)C. Product: [NH2:52][C:53]1([C:58]([N:21]2[CH2:22][CH2:23][CH:18]([N:4]([CH:1]3[CH2:3][CH2:2]3)[S:5]([C:8]3[CH:13]=[CH:12][CH:11]=[C:10]([C:14]([F:17])([F:15])[F:16])[CH:9]=3)(=[O:6])=[O:7])[CH2:19][CH2:20]2)=[O:59])[CH2:57][CH2:56][CH2:55][CH2:54]1. The catalyst class is: 3. (7) Reactant: Cl[CH2:2][C:3]([NH:5][C:6]1[CH:25]=[CH:24][C:9]2[N:10]=[C:11]([NH:14][C@H:15]3[C:23]4[C:18](=[CH:19][CH:20]=[CH:21][CH:22]=4)[CH2:17][CH2:16]3)[O:12][CH2:13][C:8]=2[CH:7]=1)=[O:4].[CH3:26][O:27][CH2:28][CH:29]1[CH2:34][NH:33][CH2:32][CH2:31][N:30]1[CH3:35].C(N(C(C)C)CC)(C)C. Product: [C@H:15]1([NH:14][C:11]2[O:12][CH2:13][C:8]3[CH:7]=[C:6]([NH:5][C:3](=[O:4])[CH2:2][N:33]4[CH2:32][CH2:31][N:30]([CH3:35])[CH:29]([CH2:28][O:27][CH3:26])[CH2:34]4)[CH:25]=[CH:24][C:9]=3[N:10]=2)[C:23]2[C:18](=[CH:19][CH:20]=[CH:21][CH:22]=2)[CH2:17][CH2:16]1. The catalyst class is: 10.